This data is from Catalyst prediction with 721,799 reactions and 888 catalyst types from USPTO. The task is: Predict which catalyst facilitates the given reaction. (1) Reactant: [CH3:1][C:2]1[N:7]=[CH:6][C:5]([NH2:8])=[CH:4][CH:3]=1.Cl.[N:10]([O-])=O.[Na+].[Cl:14][Sn]Cl. Product: [ClH:14].[NH:8]([C:5]1[CH:4]=[CH:3][C:2]([CH3:1])=[N:7][CH:6]=1)[NH2:10]. The catalyst class is: 6. (2) Reactant: [CH2:1]([O:8][C:9]1[CH:16]=[C:15]([I:17])[CH:14]=[CH:13][C:10]=1[CH:11]=O)[C:2]1[CH:7]=[CH:6][CH:5]=[CH:4][CH:3]=1.[OH:18][C:19]1[CH:25]=[CH:24][C:22]([NH2:23])=[CH:21][CH:20]=1. Product: [CH2:1]([O:8][C:9]1[CH:16]=[C:15]([I:17])[CH:14]=[CH:13][C:10]=1/[CH:11]=[N:23]/[C:22]1[CH:24]=[CH:25][C:19]([OH:18])=[CH:20][CH:21]=1)[C:2]1[CH:7]=[CH:6][CH:5]=[CH:4][CH:3]=1. The catalyst class is: 41. (3) Reactant: C([N-]C(C)C)(C)C.[Li+].[F:9][C:10]1[CH:11]=[C:12]([CH2:16][C:17]2[S:32][C:20]3[N:21]([CH2:28][CH:29]([CH3:31])[CH3:30])[C:22](=[O:27])[N:23]([CH3:26])[C:24](=[O:25])[C:19]=3[CH:18]=2)[CH:13]=[CH:14][CH:15]=1.CC1C=C[C:37]([S:40](OCCCO[Si](C)(C)C(C)(C)C)(=O)=S)=[CH:36]C=1.[C:55](=[O:58])([O-])O.[Na+]. Product: [F:9][C:10]1[CH:11]=[C:12]([CH2:16][C:17]2[S:32][C:20]3[N:21]([CH2:28][CH:29]([CH3:30])[CH3:31])[C:22](=[O:27])[N:23]([CH3:26])[C:24](=[O:25])[C:19]=3[C:18]=2[S:40][CH2:37][CH2:36][CH2:55][OH:58])[CH:13]=[CH:14][CH:15]=1. The catalyst class is: 7. (4) Product: [CH2:1]([S:3]([N:6]1[CH2:11][CH2:10][CH:9]([C:12]2[C:20]3[C:15](=[C:16]([C:29]([NH2:30])=[O:32])[CH:17]=[C:18]([O:21][C:22]4[CH:23]=[CH:24][C:25]([CH3:28])=[CH:26][CH:27]=4)[CH:19]=3)[NH:14][CH:13]=2)[CH2:8][CH2:7]1)(=[O:5])=[O:4])[CH3:2]. The catalyst class is: 40. Reactant: [CH2:1]([S:3]([N:6]1[CH2:11][CH2:10][CH:9]([C:12]2[C:20]3[C:15](=[C:16]([C:29]#[N:30])[CH:17]=[C:18]([O:21][C:22]4[CH:27]=[CH:26][C:25]([CH3:28])=[CH:24][CH:23]=4)[CH:19]=3)[NH:14][CH:13]=2)[CH2:8][CH2:7]1)(=[O:5])=[O:4])[CH3:2].B1([O-])O[O:32]1.O.O.O.O.[Na+]. (5) Reactant: [CH2:1]([N:8]1[CH:12]=[C:11]([C:13]2[C:14](I)=[C:15]([C:22]3[CH:27]=[CH:26][C:25]([O:28][CH3:29])=[CH:24][CH:23]=3)[CH:16]=[C:17]([CH2:19][CH2:20][CH3:21])[CH:18]=2)[CH:10]=[N:9]1)[C:2]1[CH:7]=[CH:6][CH:5]=[CH:4][CH:3]=1.[C:31]1(B(O)O)[CH:36]=[CH:35][CH:34]=[CH:33][CH:32]=1.C([O-])([O-])=O.[K+].[K+]. Product: [CH2:1]([N:8]1[CH:12]=[C:11]([C:13]2[CH:18]=[C:17]([CH2:19][CH2:20][CH3:21])[CH:16]=[C:15]([C:22]3[CH:27]=[CH:26][C:25]([O:28][CH3:29])=[CH:24][CH:23]=3)[C:14]=2[C:31]2[CH:36]=[CH:35][CH:34]=[CH:33][CH:32]=2)[CH:10]=[N:9]1)[C:2]1[CH:7]=[CH:6][CH:5]=[CH:4][CH:3]=1. The catalyst class is: 108. (6) Reactant: Cl[C:2]1[C:11]2[C:6](=[CH:7][C:8]([O:14][CH2:15][CH2:16][CH2:17][N:18]3[CH2:23][CH2:22][CH2:21][CH2:20][CH2:19]3)=[C:9]([O:12][CH3:13])[CH:10]=2)[N:5]=[CH:4][N:3]=1.C(=O)([O-])[O-].[K+].[K+].[Cl:30][C:31]1[CH:32]=[C:33]([OH:45])[CH:34]=[C:35]2[C:39]=1[NH:38][C:37]([C:40]([O:42][CH2:43][CH3:44])=[O:41])=[CH:36]2. Product: [NH3:3].[Cl:30][C:31]1[CH:32]=[C:33]([O:45][C:2]2[C:11]3[C:6](=[CH:7][C:8]([O:14][CH2:15][CH2:16][CH2:17][N:18]4[CH2:23][CH2:22][CH2:21][CH2:20][CH2:19]4)=[C:9]([O:12][CH3:13])[CH:10]=3)[N:5]=[CH:4][N:3]=2)[CH:34]=[C:35]2[C:39]=1[NH:38][C:37]([C:40]([O:42][CH2:43][CH3:44])=[O:41])=[CH:36]2. The catalyst class is: 44. (7) Reactant: [OH:1][C:2]1[C:11]2[C:6](=[CH:7][CH:8]=[CH:9][CH:10]=2)[C:5]([CH:12]=[O:13])=[C:4]([CH3:14])[C:3]=1[CH3:15].[H-].[Na+].Br[CH2:19][C:20]#[C:21][CH2:22][CH3:23]. Product: [CH3:14][C:4]1[C:3]([CH3:15])=[C:2]([O:1][CH2:19][C:20]#[C:21][CH2:22][CH3:23])[C:11]2[C:6](=[CH:7][CH:8]=[CH:9][CH:10]=2)[C:5]=1[CH:12]=[O:13]. The catalyst class is: 9.